Dataset: Forward reaction prediction with 1.9M reactions from USPTO patents (1976-2016). Task: Predict the product of the given reaction. (1) The product is: [CH3:1][O:2][C:3]1[CH:8]=[CH:7][CH:6]=[CH:5][C:4]=1[C:9](=[O:11])[CH:10]=[CH:16][C:15]1[CH:18]=[C:19]([CH3:22])[C:20]([OH:21])=[C:13]([CH3:12])[CH:14]=1. Given the reactants [CH3:1][O:2][C:3]1[CH:8]=[CH:7][CH:6]=[CH:5][C:4]=1[C:9](=[O:11])[CH3:10].[CH3:12][C:13]1[CH:14]=[C:15]([CH:18]=[C:19]([CH3:22])[C:20]=1[OH:21])[CH:16]=O, predict the reaction product. (2) The product is: [OH:3][C:4]1[CH:9]=[C:8]([O:10][CH2:11][CH2:12][O:13][CH2:14][CH2:15][O:16][CH3:17])[CH:7]=[CH:6][C:5]=1[C:18]1[S:19][CH2:20][C@:21]([CH3:28])([C:23]([OH:25])=[O:24])[N:22]=1. Given the reactants [OH-].[Na+].[OH:3][C:4]1[CH:9]=[C:8]([O:10][CH2:11][CH2:12][O:13][CH2:14][CH2:15][O:16][CH3:17])[CH:7]=[CH:6][C:5]=1[C:18]1[S:19][CH2:20][C@:21]([CH3:28])([C:23]([O:25]CC)=[O:24])[N:22]=1, predict the reaction product. (3) Given the reactants [Cl:1][C:2]1[C:7]2[C:8](=[O:11])[NH:9][CH2:10][C:6]=2[C:5]([F:12])=[C:4]([F:13])[N:3]=1.CCN(CC)CC.[C:21](O[C:21]([O:23][C:24]([CH3:27])([CH3:26])[CH3:25])=[O:22])([O:23][C:24]([CH3:27])([CH3:26])[CH3:25])=[O:22], predict the reaction product. The product is: [Cl:1][C:2]1[C:7]2[C:8](=[O:11])[N:9]([C:21]([O:23][C:24]([CH3:27])([CH3:26])[CH3:25])=[O:22])[CH2:10][C:6]=2[C:5]([F:12])=[C:4]([F:13])[N:3]=1. (4) Given the reactants [CH3:1][S:2][C:3]1[C:4]([C:8]2[CH:9]=[N:10][CH:11]=[CH:12][CH:13]=2)=[N:5][NH:6][CH:7]=1.[CH2:14](SSCCCC)[CH2:15][CH2:16]C.IC1C(C2C=NC=CC=2)=NNC=1, predict the reaction product. The product is: [CH2:1]([S:2][C:3]1[C:4]([C:8]2[CH:9]=[N:10][CH:11]=[CH:12][CH:13]=2)=[N:5][NH:6][CH:7]=1)[CH2:14][CH2:15][CH3:16]. (5) Given the reactants BrC1C=CC(O)=C([C:8]2[CH:17]=[CH:16][C:15]3[C:10](=[CH:11][CH:12]=[C:13]([C:18]4[N:22]([CH:23]5[CH2:28][CH2:27][CH2:26][CH2:25][CH2:24]5)[C:21]5[CH:29]=[CH:30][C:31]([C:33]([OH:35])=[O:34])=[CH:32][C:20]=5[N:19]=4)[CH:14]=3)[N:9]=2)C=1.C([O:39][C:40]([C:42]1C=CC2N(C3CCCCC3)C(C3C=CC(N)=C(C=O)C=3)=NC=2[CH:43]=1)=O)C.OCCCC(=O)C.[OH-].[K+], predict the reaction product. The product is: [CH:23]1([N:22]2[C:21]3[CH:29]=[CH:30][C:31]([C:33]([OH:35])=[O:34])=[CH:32][C:20]=3[N:19]=[C:18]2[C:13]2[CH:14]=[C:15]3[C:10](=[CH:11][CH:12]=2)[N:9]=[C:8]([CH2:43][CH2:42][CH2:40][OH:39])[CH:17]=[CH:16]3)[CH2:28][CH2:27][CH2:26][CH2:25][CH2:24]1.